Dataset: Peptide-MHC class I binding affinity with 185,985 pairs from IEDB/IMGT. Task: Regression. Given a peptide amino acid sequence and an MHC pseudo amino acid sequence, predict their binding affinity value. This is MHC class I binding data. (1) The peptide sequence is RQFPTAFEE. The MHC is Mamu-B52 with pseudo-sequence Mamu-B52. The binding affinity (normalized) is 0.247. (2) The peptide sequence is TIPEQYTCNK. The MHC is HLA-A03:01 with pseudo-sequence HLA-A03:01. The binding affinity (normalized) is 0.595. (3) The peptide sequence is RFPLTFGW. The MHC is HLA-B51:01 with pseudo-sequence HLA-B51:01. The binding affinity (normalized) is 0.0532. (4) The peptide sequence is KIDVVGIEW. The MHC is HLA-A25:01 with pseudo-sequence HLA-A25:01. The binding affinity (normalized) is 0.0847. (5) The peptide sequence is CTDPYSQMV. The MHC is HLA-A31:01 with pseudo-sequence HLA-A31:01. The binding affinity (normalized) is 0.0847. (6) The peptide sequence is VTTNNLLEQL. The MHC is HLA-A02:02 with pseudo-sequence HLA-A02:02. The binding affinity (normalized) is 0.219. (7) The peptide sequence is SLAAAKKQL. The MHC is HLA-A02:02 with pseudo-sequence HLA-A02:02. The binding affinity (normalized) is 0.524.